Dataset: Reaction yield outcomes from USPTO patents with 853,638 reactions. Task: Predict the reaction yield, written as a fraction of the theoretical maximum amount of product (1.0 means a 100% yield; for example, 0.34 means a 34% yield). The reactants are [C:1]1([CH2:7][O:8][C:9]([NH:11][C@H:12]([C:17]([OH:19])=O)[CH2:13][CH:14]([CH3:16])[CH3:15])=[O:10])[CH:6]=[CH:5][CH:4]=[CH:3][CH:2]=1.[NH2:20][C@H:21]([CH2:26][OH:27])[CH2:22][CH2:23][CH2:24][CH3:25]. No catalyst specified. The product is [C:1]1([CH2:7][O:8][C:9]([NH:11][C@H:12]([C:17]([NH:20][C@H:21]([CH2:26][OH:27])[CH2:22][CH2:23][CH2:24][CH3:25])=[O:19])[CH2:13][CH:14]([CH3:15])[CH3:16])=[O:10])[CH:2]=[CH:3][CH:4]=[CH:5][CH:6]=1. The yield is 0.580.